From a dataset of Peptide-MHC class I binding affinity with 185,985 pairs from IEDB/IMGT. Regression. Given a peptide amino acid sequence and an MHC pseudo amino acid sequence, predict their binding affinity value. This is MHC class I binding data. (1) The peptide sequence is ADPVDAVIN. The MHC is HLA-A02:01 with pseudo-sequence HLA-A02:01. The binding affinity (normalized) is 0.181. (2) The peptide sequence is KYYLAYTSY. The MHC is HLA-B15:01 with pseudo-sequence HLA-B15:01. The binding affinity (normalized) is 0.300. (3) The peptide sequence is PAGRPNYVK. The MHC is HLA-A11:01 with pseudo-sequence HLA-A11:01. The binding affinity (normalized) is 0.506. (4) The peptide sequence is YVASYLLAA. The MHC is HLA-A68:02 with pseudo-sequence HLA-A68:02. The binding affinity (normalized) is 0.439.